Dataset: Full USPTO retrosynthesis dataset with 1.9M reactions from patents (1976-2016). Task: Predict the reactants needed to synthesize the given product. (1) The reactants are: [CH3:1][O:2][C:3]1[CH:4]=[C:5]([C:11]([CH3:15])([CH3:14])[CH2:12][NH2:13])[CH:6]=[CH:7][C:8]=1[O:9][CH3:10].[O:16]1[C:20]2[CH:21]=[CH:22][CH:23]=[CH:24][C:19]=2[CH:18]=[C:17]1[C:25](Cl)=[O:26].C(N(CC)CC)C. Given the product [CH3:1][O:2][C:3]1[CH:4]=[C:5]([C:11]([CH3:15])([CH3:14])[CH2:12][NH:13][C:25]([C:17]2[O:16][C:20]3[CH:21]=[CH:22][CH:23]=[CH:24][C:19]=3[CH:18]=2)=[O:26])[CH:6]=[CH:7][C:8]=1[O:9][CH3:10], predict the reactants needed to synthesize it. (2) The reactants are: Cl[CH2:2][C:3]1[CH:8]=[CH:7][C:6]([C:9]([NH:12][C:13](=[O:15])[CH3:14])([CH3:11])[CH3:10])=[CH:5][CH:4]=1.[CH3:16][O:17][C:18]1[CH:23]=[CH:22][N:21]=[C:20]([N:24]2[CH2:29][CH2:28][NH:27][CH2:26][CH2:25]2)[N:19]=1. Given the product [CH3:16][O:17][C:18]1[CH:23]=[CH:22][N:21]=[C:20]([N:24]2[CH2:25][CH2:26][N:27]([CH2:2][C:3]3[CH:8]=[CH:7][C:6]([C:9]([NH:12][C:13](=[O:15])[CH3:14])([CH3:11])[CH3:10])=[CH:5][CH:4]=3)[CH2:28][CH2:29]2)[N:19]=1, predict the reactants needed to synthesize it.